From a dataset of Catalyst prediction with 721,799 reactions and 888 catalyst types from USPTO. Predict which catalyst facilitates the given reaction. (1) Reactant: [Br:1][C:2]1[CH:15]=[CH:14][C:13]2[C:4](=[C:5]3[C:10](=[CH:11][CH:12]=2)[CH:9]=[CH:8][CH:7]=[N:6]3)[N:3]=1.[S:16]([O:21]C)([O:19][CH3:20])(=[O:18])=[O:17]. Product: [S:16]([O-:21])([OH:19])(=[O:18])=[O:17].[Br:1][C:2]1[CH:15]=[CH:14][C:13]2[C:4]([N:3]=1)=[C:5]1[C:10]([CH:9]=[CH:8][CH:7]=[N+:6]1[CH3:20])=[CH:11][CH:12]=2. The catalyst class is: 27. (2) The catalyst class is: 5. Product: [OH:6][CH:5]1[CH2:4][CH:3]([NH:7][C:8](=[O:14])[O:9][C:10]([CH3:12])([CH3:11])[CH3:13])[C:2]1([CH3:15])[CH3:1]. Reactant: [CH3:1][C:2]1([CH3:15])[C:5](=[O:6])[CH2:4][CH:3]1[NH:7][C:8](=[O:14])[O:9][C:10]([CH3:13])([CH3:12])[CH3:11].[BH4-].[Na+].